From a dataset of Reaction yield outcomes from USPTO patents with 853,638 reactions. Predict the reaction yield, written as a fraction of the theoretical maximum amount of product (1.0 means a 100% yield; for example, 0.34 means a 34% yield). (1) The reactants are [C:1]1([S:7](Cl)(=[O:9])=[O:8])[CH:6]=[CH:5][CH:4]=[CH:3][CH:2]=1.[C:11]([C:15]1[CH:31]=[CH:30][C:18]([CH2:19][N:20]2[C:28]3[C:23](=[CH:24][C:25]([NH2:29])=[CH:26][CH:27]=3)[CH:22]=[CH:21]2)=[CH:17][CH:16]=1)([CH3:14])([CH3:13])[CH3:12].C(N(C(C)C)CC)(C)C.CCCCCC. The catalyst is C(Cl)Cl.CCOC(C)=O. The product is [C:11]([C:15]1[CH:31]=[CH:30][C:18]([CH2:19][N:20]2[C:28]3[C:23](=[CH:24][C:25]([NH:29][S:7]([C:1]4[CH:6]=[CH:5][CH:4]=[CH:3][CH:2]=4)(=[O:9])=[O:8])=[CH:26][CH:27]=3)[CH:22]=[CH:21]2)=[CH:17][CH:16]=1)([CH3:14])([CH3:12])[CH3:13]. The yield is 0.940. (2) The catalyst is C(Cl)Cl.CCOCC. The product is [CH3:23][NH:24][C:14](=[O:16])[CH2:13][CH2:12][CH2:11][CH2:10][CH2:9][CH2:8][CH2:7][C:1]1[CH:6]=[CH:5][CH:4]=[CH:3][CH:2]=1. The reactants are [C:1]1([CH2:7][CH2:8][CH2:9][CH2:10][CH2:11][CH2:12][CH2:13][C:14]([OH:16])=O)[CH:6]=[CH:5][CH:4]=[CH:3][CH:2]=1.C(Cl)(=O)C(Cl)=O.[CH3:23][NH2:24]. The yield is 0.830. (3) The reactants are C([O:3][C:4](=[O:42])[CH2:5][N:6]([CH2:35][C:36]1[CH:41]=[CH:40][CH:39]=[CH:38][CH:37]=1)[CH2:7][C:8]1[O:9][CH:10]=[C:11]([C:13]2[CH:18]=[CH:17][C:16]([N:19]([CH3:34])[CH2:20][C:21]3[CH:26]=[CH:25][C:24]([CH:27]([CH2:31][CH2:32][CH3:33])[CH2:28][CH2:29][CH3:30])=[CH:23][CH:22]=3)=[CH:15][CH:14]=2)[N:12]=1)C.CO.[OH-].[Na+].Cl. The catalyst is O1CCCC1.O. The product is [CH2:35]([N:6]([CH2:5][C:4]([OH:42])=[O:3])[CH2:7][C:8]1[O:9][CH:10]=[C:11]([C:13]2[CH:18]=[CH:17][C:16]([N:19]([CH3:34])[CH2:20][C:21]3[CH:22]=[CH:23][C:24]([CH:27]([CH2:31][CH2:32][CH3:33])[CH2:28][CH2:29][CH3:30])=[CH:25][CH:26]=3)=[CH:15][CH:14]=2)[N:12]=1)[C:36]1[CH:41]=[CH:40][CH:39]=[CH:38][CH:37]=1. The yield is 0.560. (4) The reactants are [Br:1][C:2]1[C:3]([CH2:16]Br)=[C:4]([CH:9]=[C:10]([O:14][CH3:15])[C:11]=1[O:12][CH3:13])[C:5]([O:7]C)=O.Cl.[NH2:19][CH2:20][C:21]1[CH:30]=[CH:29][C:24]([C:25]([O:27][CH3:28])=[O:26])=[CH:23][CH:22]=1.C(N(CC)CC)C. The catalyst is C1COCC1. The product is [Br:1][C:2]1[C:11]([O:12][CH3:13])=[C:10]([O:14][CH3:15])[CH:9]=[C:4]2[C:3]=1[CH2:16][N:19]([CH2:20][C:21]1[CH:22]=[CH:23][C:24]([C:25]([O:27][CH3:28])=[O:26])=[CH:29][CH:30]=1)[C:5]2=[O:7]. The yield is 0.930. (5) The reactants are [CH3:1][NH:2][CH2:3][CH:4]1[CH2:8][C:7]2[CH:9]=[CH:10][CH:11]=[C:12]([C:13]3[C:18]([Cl:19])=[CH:17][CH:16]=[CH:15][C:14]=3[Cl:20])[C:6]=2[O:5]1.C(N(C(C)C)CC)(C)C.Cl[C:31]([O:33][CH2:34][C:35]1[CH:40]=[CH:39][CH:38]=[CH:37][CH:36]=1)=[O:32].C1(C2C3OC(CNC(=O)OCC4C=CC=CC=4)CC=3C=CC=2)CCCC1. No catalyst specified. The product is [CH2:34]([O:33][C:31](=[O:32])[N:2]([CH2:3][CH:4]1[CH2:8][C:7]2[CH:9]=[CH:10][CH:11]=[C:12]([C:13]3[C:14]([Cl:20])=[CH:15][CH:16]=[CH:17][C:18]=3[Cl:19])[C:6]=2[O:5]1)[CH3:1])[C:35]1[CH:40]=[CH:39][CH:38]=[CH:37][CH:36]=1. The yield is 0.990. (6) The reactants are [CH3:1][C:2]1[CH:28]=[CH:27][CH:26]=[C:25]([CH3:29])[C:3]=1[CH2:4][C:5]1[CH:6]=[C:7]([CH:22]=[CH:23][CH:24]=1)[CH2:8][O:9][C:10]1[CH:15]=[CH:14][C:13]([CH2:16][CH2:17][C:18]([O:20]C)=[O:19])=[CH:12][CH:11]=1.[OH-].[Na+]. The product is [CH3:1][C:2]1[CH:28]=[CH:27][CH:26]=[C:25]([CH3:29])[C:3]=1[CH2:4][C:5]1[CH:6]=[C:7]([CH:22]=[CH:23][CH:24]=1)[CH2:8][O:9][C:10]1[CH:15]=[CH:14][C:13]([CH2:16][CH2:17][C:18]([OH:20])=[O:19])=[CH:12][CH:11]=1. The catalyst is C(O)C. The yield is 0.820. (7) The reactants are [NH2:1][C@H:2]1[C:11]2[C:6](=[CH:7][CH:8]=[C:9]([F:12])[CH:10]=2)[N:5]([C:13](=[O:15])[CH3:14])[C@@H:4]([CH:16]2[CH2:18][CH2:17]2)[C@@H:3]1[CH3:19].Br[C:21]1[CH:30]=[CH:29][C:24]([C:25]([NH:27][CH3:28])=[O:26])=[CH:23][CH:22]=1.CC(C)([O-])C.[Na+].CN(C1C(C2C(P(C3CCCCC3)C3CCCCC3)=CC=CC=2)=CC=CC=1)C. The catalyst is O1CCOCC1.C1C=CC(/C=C/C(/C=C/C2C=CC=CC=2)=O)=CC=1.C1C=CC(/C=C/C(/C=C/C2C=CC=CC=2)=O)=CC=1.C1C=CC(/C=C/C(/C=C/C2C=CC=CC=2)=O)=CC=1.[Pd].[Pd]. The product is [C:13]([N:5]1[C:6]2[C:11](=[CH:10][C:9]([F:12])=[CH:8][CH:7]=2)[C@H:2]([NH:1][C:21]2[CH:30]=[CH:29][C:24]([C:25]([NH:27][CH3:28])=[O:26])=[CH:23][CH:22]=2)[C@@H:3]([CH3:19])[C@@H:4]1[CH:16]1[CH2:18][CH2:17]1)(=[O:15])[CH3:14]. The yield is 0.0597. (8) The reactants are [B:10]1([B:10]2[O:14][C:13]([CH3:16])([CH3:15])[C:12]([CH3:18])([CH3:17])[O:11]2)[O:14][C:13]([CH3:16])([CH3:15])[C:12]([CH3:18])([CH3:17])[O:11]1.Br[C:20]1[CH:21]=[C:22]([NH:28][C:29]2[CH:34]=[CH:33][N:32]=[C:31]([CH3:35])[N:30]=2)[C:23](=[O:27])[N:24]([CH3:26])[CH:25]=1.CC(C1C=C(C(C)C)C(C2C=CC=CC=2P(C2CCCCC2)C2CCCCC2)=C(C(C)C)C=1)C.C([O-])(=O)C.[K+]. The catalyst is C1C=CC(/C=C/C(/C=C/C2C=CC=CC=2)=O)=CC=1.C1C=CC(/C=C/C(/C=C/C2C=CC=CC=2)=O)=CC=1.C1C=CC(/C=C/C(/C=C/C2C=CC=CC=2)=O)=CC=1.[Pd].[Pd].O1CCOCC1. The product is [CH3:26][N:24]1[CH:25]=[C:20]([B:10]2[O:11][C:12]([CH3:17])([CH3:18])[C:13]([CH3:15])([CH3:16])[O:14]2)[CH:21]=[C:22]([NH:28][C:29]2[CH:34]=[CH:33][N:32]=[C:31]([CH3:35])[N:30]=2)[C:23]1=[O:27]. The yield is 0.840.